Dataset: Forward reaction prediction with 1.9M reactions from USPTO patents (1976-2016). Task: Predict the product of the given reaction. (1) Given the reactants [NH2:1][C:2]1[C:3]2[N:4]([C:8]([C@H:12]3[CH2:17][NH:16][C@H:15]([C@@H:18]([OH:20])[CH3:19])[CH2:14][CH2:13]3)=[N:9][C:10]=2[Br:11])[CH:5]=[CH:6][N:7]=1.Br[C:22]#[N:23].C([O-])(O)=O.[Na+], predict the reaction product. The product is: [Br:11][C:10]1[N:9]=[C:8]([C@H:12]2[CH2:17][N:16]3[C:22](=[NH:23])[O:20][C@@H:18]([CH3:19])[C@@H:15]3[CH2:14][CH2:13]2)[N:4]2[CH:5]=[CH:6][N:7]=[C:2]([NH2:1])[C:3]=12. (2) Given the reactants Cl.[NH2:2]O.[Br:4][C:5]1[CH:6]=[C:7]2[C:11](=[CH:12][CH:13]=1)[NH:10][CH:9]=[C:8]2[CH:14]=O.C1(C)C=CC=CC=1.S(Cl)(Cl)=O, predict the reaction product. The product is: [Br:4][C:5]1[CH:6]=[C:7]2[C:11](=[CH:12][CH:13]=1)[NH:10][CH:9]=[C:8]2[C:14]#[N:2]. (3) The product is: [ClH:45].[CH2:1]([C@H:8]([NH:24][C:25]([C:27]1[CH:28]=[CH:29][CH:30]=[C:31]2[C:36]=1[N:35]=[CH:34][N:33]([CH:37]([CH2:41][CH2:42][CH3:43])[CH2:38][CH2:39][CH3:40])[C:32]2=[O:44])=[O:26])[C@H:9]([OH:23])[CH2:10][NH:11][CH2:12][C:13]1[CH:18]=[CH:17][CH:16]=[C:15]([C:19]([F:21])([F:22])[F:20])[CH:14]=1)[C:2]1[CH:3]=[CH:4][CH:5]=[CH:6][CH:7]=1. Given the reactants [CH2:1]([C@H:8]([NH:24][C:25]([C:27]1[CH:28]=[CH:29][CH:30]=[C:31]2[C:36]=1[N:35]=[CH:34][N:33]([CH:37]([CH2:41][CH2:42][CH3:43])[CH2:38][CH2:39][CH3:40])[C:32]2=[O:44])=[O:26])[C@H:9]([OH:23])[CH2:10][NH:11][CH2:12][C:13]1[CH:18]=[CH:17][CH:16]=[C:15]([C:19]([F:22])([F:21])[F:20])[CH:14]=1)[C:2]1[CH:7]=[CH:6][CH:5]=[CH:4][CH:3]=1.[ClH:45], predict the reaction product. (4) The product is: [OH:10][C:11]1[CH:29]=[CH:28][C:14]2[NH:15][C:16](=[N:18][C:19](=[O:27])[C:20]3[CH:25]=[CH:24][C:23]([CH3:26])=[CH:22][CH:21]=3)[S:17][C:13]=2[CH:12]=1. Given the reactants [OH-].[Na+].CC1C=CC(C([O:10][C:11]2[CH:29]=[CH:28][C:14]3[NH:15][C:16](=[N:18][C:19](=[O:27])[C:20]4[CH:25]=[CH:24][C:23]([CH3:26])=[CH:22][CH:21]=4)[S:17][C:13]=3[CH:12]=2)=O)=CC=1.O1CCCC1, predict the reaction product. (5) Given the reactants [NH2:1][C:2]([NH2:4])=[S:3].[H-].[Na+].[CH3:7][C:8]([O:11][C:12](O[C:12]([O:11][C:8]([CH3:10])([CH3:9])[CH3:7])=[O:13])=[O:13])([CH3:10])[CH3:9].ClCCl, predict the reaction product. The product is: [C:12]([NH:1][C:2]([NH2:4])=[S:3])([O:11][C:8]([CH3:10])([CH3:9])[CH3:7])=[O:13]. (6) Given the reactants [NH2:1][C:2]1[C:11]2[N:10]=[CH:9][C:8]([CH2:12][CH2:13][C:14]3[CH:19]=[CH:18][C:17]([CH2:20]O)=[CH:16][C:15]=3[CH3:22])=[CH:7][C:6]=2[C:5]2[CH:23]=[CH:24][C:25]([CH3:27])=[CH:26][C:4]=2[N:3]=1.[C:28]([O:36][CH2:37][CH3:38])(=[O:35])[CH2:29][C:30]([O:32][CH2:33][CH3:34])=[O:31].C(P(CCCC)CCCC)CCC.CN(C)C(N=NC(N(C)C)=O)=O, predict the reaction product. The product is: [NH2:1][C:2]1[C:11]2[N:10]=[CH:9][C:8]([CH2:12][CH2:13][C:14]3[CH:19]=[CH:18][C:17]([CH2:20][CH:29]([C:30]([O:32][CH2:33][CH3:34])=[O:31])[C:28]([O:36][CH2:37][CH3:38])=[O:35])=[CH:16][C:15]=3[CH3:22])=[CH:7][C:6]=2[C:5]2[CH:23]=[CH:24][C:25]([CH3:27])=[CH:26][C:4]=2[N:3]=1. (7) Given the reactants [F:1][C:2]1[CH:7]=[CH:6][C:5]([C:8]2[N:9]=[C:10]([CH3:25])[N:11]([CH:19]3[CH2:24][CH2:23][NH:22][CH2:21][CH2:20]3)[C:12]=2[C:13]2[CH:18]=[CH:17][N:16]=[CH:15][N:14]=2)=[CH:4][CH:3]=1.FC1C=CC(C2N=CN(C3CCN([CH2:52][C:53]4[CH:57]=[CH:56][O:55][N:54]=4)CC3)C=2C2C=CN=C(NC)N=2)=CC=1.CO, predict the reaction product. The product is: [F:1][C:2]1[CH:3]=[CH:4][C:5]([C:8]2[N:9]=[C:10]([CH3:25])[N:11]([CH:19]3[CH2:24][CH2:23][N:22]([CH2:52][C:53]4[CH:57]=[CH:56][O:55][N:54]=4)[CH2:21][CH2:20]3)[C:12]=2[C:13]2[CH:18]=[CH:17][N:16]=[CH:15][N:14]=2)=[CH:6][CH:7]=1.